Dataset: Catalyst prediction with 721,799 reactions and 888 catalyst types from USPTO. Task: Predict which catalyst facilitates the given reaction. (1) Reactant: [O:1]=[C:2]1[N:10]2[C:11]([CH2:14][NH:15]C(=O)OCC3C=CC=CC=3)=[N:12][N:13]=[C:9]2[N:8]([CH2:26][CH2:27][CH2:28][CH2:29][CH3:30])[C:7]2[N:6]=[CH:5][NH:4][C:3]1=2.[ClH:31]. Product: [ClH:31].[NH2:15][CH2:14][C:11]1[N:10]2[C:2](=[O:1])[C:3]3[NH:4][CH:5]=[N:6][C:7]=3[N:8]([CH2:26][CH2:27][CH2:28][CH2:29][CH3:30])[C:9]2=[N:13][N:12]=1. The catalyst class is: 19. (2) Reactant: C(OC([NH:11][C@:12]1([C:34]([O:36][CH3:37])=[O:35])[CH2:16][CH2:15][C@@H:14]([C:17]2[CH:22]=[CH:21][C:20]([CH2:23][CH2:24][O:25][C:26]3[CH:31]=[CH:30][CH:29]=[C:28]([O:32][CH3:33])[CH:27]=3)=[CH:19][CH:18]=2)[CH2:13]1)=O)C1C=CC=CC=1. Product: [NH2:11][C@:12]1([C:34]([O:36][CH3:37])=[O:35])[CH2:16][CH2:15][C@@H:14]([C:17]2[CH:18]=[CH:19][C:20]([CH2:23][CH2:24][O:25][C:26]3[CH:31]=[CH:30][CH:29]=[C:28]([O:32][CH3:33])[CH:27]=3)=[CH:21][CH:22]=2)[CH2:13]1. The catalyst class is: 320. (3) Reactant: [C:1]([O:5][C:6]([N:8]1[C:17]2[C:12](=[N:13][C:14]([O:18][CH3:19])=[CH:15][CH:16]=2)[C@@H:11]([NH:20][C:21]2[N:26]=[C:25]([CH2:27][C:28]3[CH:33]=[C:32]([C:34]([F:37])([F:36])[F:35])[CH:31]=[C:30]([C:38]([F:41])([F:40])[F:39])[CH:29]=3)[C:24](Br)=[CH:23][N:22]=2)[CH2:10][C@H:9]1[CH2:43][CH3:44])=[O:7])([CH3:4])([CH3:3])[CH3:2].C(P(C(C)(C)C)C1C=CC=CC=1C1C=CC=CC=1)(C)(C)C.CC(C)([O-])C.[Na+].O1CCCC1.[CH3:77][NH:78][CH3:79]. Product: [C:1]([O:5][C:6]([N:8]1[C:17]2[C:12](=[N:13][C:14]([O:18][CH3:19])=[CH:15][CH:16]=2)[C@@H:11]([NH:20][C:21]2[N:26]=[C:25]([CH2:27][C:28]3[CH:33]=[C:32]([C:34]([F:37])([F:36])[F:35])[CH:31]=[C:30]([C:38]([F:41])([F:40])[F:39])[CH:29]=3)[C:24]([N:78]([CH3:79])[CH3:77])=[CH:23][N:22]=2)[CH2:10][C@H:9]1[CH2:43][CH3:44])=[O:7])([CH3:4])([CH3:3])[CH3:2]. The catalyst class is: 101. (4) Reactant: [CH3:1][C:2]1[CH:7]=[CH:6][C:5]([S:8]([O:11][CH2:12][CH:13]2[CH2:17][C:16]3[CH:18]=[CH:19][CH:20]=[C:21](Br)[C:15]=3[O:14]2)(=[O:10])=[O:9])=[CH:4][CH:3]=1.[S:23]1[CH:27]=[CH:26][C:25](B(O)O)=[CH:24]1.C(=O)([O-])[O-].[K+].[K+].CC1C=CC(S(OCC2CC3C(C4C=CC=CC=4)=CC=CC=3O2)(=O)=O)=CC=1. Product: [CH3:1][C:2]1[CH:7]=[CH:6][C:5]([S:8]([O:11][CH2:12][CH:13]2[CH2:17][C:16]3[CH:18]=[CH:19][CH:20]=[C:21]([C:25]4[CH:26]=[CH:27][S:23][CH:24]=4)[C:15]=3[O:14]2)(=[O:10])=[O:9])=[CH:4][CH:3]=1. The catalyst class is: 608. (5) Reactant: [CH3:1][C:2]1[CH:3]=[C:4]([NH2:9])[CH:5]=[C:6]([CH3:8])[CH:7]=1.[F:10][C:11]([F:22])([F:21])[C:12](O[C:12](=[O:13])[C:11]([F:22])([F:21])[F:10])=[O:13].[Br:23]Br. Product: [Br:23][C:7]1[C:6]([CH3:8])=[CH:5][C:4]([NH:9][C:12](=[O:13])[C:11]([F:22])([F:21])[F:10])=[CH:3][C:2]=1[CH3:1]. The catalyst class is: 2. (6) Reactant: C([Si]([O:8][CH2:9][C:10]1[CH:15]=[CH:14][C:13]([CH:16]2[CH2:25][CH2:24][C:19]3(OCC[O:20]3)[CH2:18][CH2:17]2)=[CH:12][CH:11]=1)(C)C)(C)(C)C.C1(C)C=CC(S([O-])(=O)=O)=CC=1.[NH+]1C=CC=CC=1. Product: [OH:8][CH2:9][C:10]1[CH:11]=[CH:12][C:13]([CH:16]2[CH2:25][CH2:24][C:19](=[O:20])[CH2:18][CH2:17]2)=[CH:14][CH:15]=1. The catalyst class is: 95. (7) Reactant: F[C:2]1[CH:12]=[CH:11][C:5]([C:6]([O:8][CH2:9][CH3:10])=[O:7])=[CH:4][C:3]=1[N+:13]([O-:15])=[O:14].C(=O)([O-])[O-].[Cs+].[Cs+].[F:22][C:23]1[CH:31]=[CH:30][C:26]([C:27]([OH:29])=[O:28])=[C:25]([SH:32])[CH:24]=1.O. Product: [CH2:9]([O:8][C:6]([C:5]1[CH:11]=[CH:12][C:2]([S:32][C:25]2[CH:24]=[C:23]([F:22])[CH:31]=[CH:30][C:26]=2[C:27]([OH:29])=[O:28])=[C:3]([N+:13]([O-:15])=[O:14])[CH:4]=1)=[O:7])[CH3:10]. The catalyst class is: 3. (8) Reactant: [NH2:1][C:2]1[C:7]([CH2:8][C:9]2[CH:14]=[CH:13][CH:12]=[CH:11][CH:10]=2)=[N:6][C:5]([C:15]2[CH:20]=[CH:19][C:18]([O:21][CH3:22])=[CH:17][CH:16]=2)=[CH:4][N:3]=1.[CH2:23]([S:30](Cl)(=[O:32])=[O:31])[C:24]1[CH:29]=[CH:28][CH:27]=[CH:26][CH:25]=1.Cl. Product: [CH2:8]([C:7]1[C:2]([NH:1][S:30]([CH2:23][C:24]2[CH:29]=[CH:28][CH:27]=[CH:26][CH:25]=2)(=[O:32])=[O:31])=[N:3][CH:4]=[C:5]([C:15]2[CH:16]=[CH:17][C:18]([O:21][CH3:22])=[CH:19][CH:20]=2)[N:6]=1)[C:9]1[CH:10]=[CH:11][CH:12]=[CH:13][CH:14]=1. The catalyst class is: 17. (9) The catalyst class is: 14. Reactant: Cl.[NH2:2][OH:3].C(N(CC)CC)C.[CH2:11]([O:14][C:15]1[C:22]([Cl:23])=[CH:21][C:18]([C:19]#[N:20])=[C:17]([Cl:24])[CH:16]=1)[CH:12]=[CH2:13]. Product: [CH2:11]([O:14][C:15]1[C:22]([Cl:23])=[CH:21][C:18]([C:19](=[N:2][OH:3])[NH2:20])=[C:17]([Cl:24])[CH:16]=1)[CH:12]=[CH2:13]. (10) The catalyst class is: 497. Product: [ClH:22].[ClH:22].[Cl:22][C:11]1[CH:12]=[N:13][C:14]2[C:19]([C:10]=1[CH2:9][CH2:8][N:5]1[CH2:6][CH2:7][C:2]([NH:1][CH2:43][C:40]3[CH:41]=[CH:42][C:36]4[S:35][CH2:34][C:33](=[O:32])[NH:38][C:37]=4[N:39]=3)([CH2:23][OH:24])[CH2:3][CH2:4]1)=[CH:18][C:17]([O:20][CH3:21])=[CH:16][CH:15]=2. Reactant: [NH2:1][C:2]1([CH2:23][OH:24])[CH2:7][CH2:6][N:5]([CH2:8][CH2:9][C:10]2[C:19]3[C:14](=[CH:15][CH:16]=[C:17]([O:20][CH3:21])[CH:18]=3)[N:13]=[CH:12][C:11]=2[Cl:22])[CH2:4][CH2:3]1.[O-]S([O-])(=O)=O.[Na+].[Na+].[O:32]=[C:33]1[NH:38][C:37]2[N:39]=[C:40]([CH:43]=O)[CH:41]=[CH:42][C:36]=2[S:35][CH2:34]1.[BH4-].[Na+].